From a dataset of NCI-60 drug combinations with 297,098 pairs across 59 cell lines. Regression. Given two drug SMILES strings and cell line genomic features, predict the synergy score measuring deviation from expected non-interaction effect. (1) Drug 1: C1=CC(=CC=C1CC(C(=O)O)N)N(CCCl)CCCl.Cl. Drug 2: CC1=C(C=C(C=C1)C(=O)NC2=CC(=CC(=C2)C(F)(F)F)N3C=C(N=C3)C)NC4=NC=CC(=N4)C5=CN=CC=C5. Cell line: RPMI-8226. Synergy scores: CSS=2.94, Synergy_ZIP=-0.513, Synergy_Bliss=5.86, Synergy_Loewe=-1.39, Synergy_HSA=-0.752. (2) Drug 1: CN1CCC(CC1)COC2=C(C=C3C(=C2)N=CN=C3NC4=C(C=C(C=C4)Br)F)OC. Drug 2: C1=CC=C(C=C1)NC(=O)CCCCCCC(=O)NO. Cell line: BT-549. Synergy scores: CSS=1.88, Synergy_ZIP=1.77, Synergy_Bliss=6.14, Synergy_Loewe=2.63, Synergy_HSA=3.71. (3) Drug 1: C1=NC(=NC(=O)N1C2C(C(C(O2)CO)O)O)N. Drug 2: C#CCC(CC1=CN=C2C(=N1)C(=NC(=N2)N)N)C3=CC=C(C=C3)C(=O)NC(CCC(=O)O)C(=O)O. Cell line: TK-10. Synergy scores: CSS=48.3, Synergy_ZIP=2.71, Synergy_Bliss=-0.911, Synergy_Loewe=-26.5, Synergy_HSA=-0.869. (4) Drug 1: C1C(C(OC1N2C=C(C(=O)NC2=O)F)CO)O. Drug 2: CCCCCOC(=O)NC1=NC(=O)N(C=C1F)C2C(C(C(O2)C)O)O. Cell line: HT29. Synergy scores: CSS=-2.88, Synergy_ZIP=6.37, Synergy_Bliss=9.75, Synergy_Loewe=1.63, Synergy_HSA=1.51.